This data is from Reaction yield outcomes from USPTO patents with 853,638 reactions. The task is: Predict the reaction yield, written as a fraction of the theoretical maximum amount of product (1.0 means a 100% yield; for example, 0.34 means a 34% yield). (1) The reactants are [CH2:1]([N:8]([CH2:12][Si](C)(C)C)[CH2:9]OC)[C:2]1[CH:7]=[CH:6][CH:5]=[CH:4][CH:3]=1.[F:17][CH:18]([F:24])/[CH:19]=[CH:20]/[N+:21]([O-:23])=[O:22]. The catalyst is C(Cl)Cl.C(O)(C(F)(F)F)=O. The product is [CH2:1]([N:8]1[CH2:12][C@@H:20]([N+:21]([O-:23])=[O:22])[C@H:19]([CH:18]([F:24])[F:17])[CH2:9]1)[C:2]1[CH:7]=[CH:6][CH:5]=[CH:4][CH:3]=1. The yield is 0.490. (2) The catalyst is C(O)=O. The product is [Cl:1][C:2]1[C:3]([F:29])=[C:4]([CH:26]=[CH:27][CH:28]=1)[NH:5][C:6]1[C:15]2[C:10](=[CH:11][C:12]([O:24][CH3:25])=[C:13]([O:16][CH:17]3[CH2:18][CH2:19][N:5]([CH3:6])[CH2:4][CH2:3]3)[CH:14]=2)[N:9]=[CH:8][N:7]=1. The yield is 0.200. The reactants are [Cl:1][C:2]1[C:3]([F:29])=[C:4]([CH:26]=[CH:27][CH:28]=1)[NH:5][C:6]1[C:15]2[C:10](=[CH:11][C:12]([O:24][CH3:25])=[C:13]([O:16][CH2:17][CH:18]3CCNC[CH2:19]3)[CH:14]=2)[N:9]=[CH:8][N:7]=1.C=O. (3) The reactants are [H][H].[C:3]([O:7][C:8]([NH:10][C@@H:11]([CH2:20]/[CH:21]=[CH:22]/[C:23]1[CH:28]=[CH:27][C:26]([C:29]2[S:30][C:31]([NH:37][C:38](=[O:40])[NH2:39])=[C:32]([C:34](=[O:36])[NH2:35])[CH:33]=2)=[CH:25][CH:24]=1)[C:12]([O:14][CH:15]1[CH2:19][CH2:18][CH2:17][CH2:16]1)=[O:13])=[O:9])([CH3:6])([CH3:5])[CH3:4]. The catalyst is C1C=CC(P(C2C=CC=CC=2)C2C=CC=CC=2)=CC=1.C1C=CC(P(C2C=CC=CC=2)C2C=CC=CC=2)=CC=1.C1C=CC(P(C2C=CC=CC=2)C2C=CC=CC=2)=CC=1.[Cl-].[Rh].CC(O)C.C1(C)C=CC=CC=1. The product is [C:3]([O:7][C:8]([NH:10][C@H:11]([C:12]([O:14][CH:15]1[CH2:16][CH2:17][CH2:18][CH2:19]1)=[O:13])[CH2:20][CH2:21][CH2:22][C:23]1[CH:24]=[CH:25][C:26]([C:29]2[S:30][C:31]([NH:37][C:38](=[O:40])[NH2:39])=[C:32]([C:34](=[O:36])[NH2:35])[CH:33]=2)=[CH:27][CH:28]=1)=[O:9])([CH3:6])([CH3:4])[CH3:5]. The yield is 0.360. (4) The reactants are [CH3:1][O:2][C:3]1[CH:4]=[C:5]([CH:11]([OH:15])[C:12]([OH:14])=[O:13])[CH:6]=[CH:7][C:8]=1[O:9][CH3:10].C(=O)([O-])[O-].[Cs+].[Cs+].[CH2:22](Br)[C:23]1[CH:28]=[CH:27][CH:26]=[CH:25][CH:24]=1. The catalyst is CN(C=O)C.O. The product is [CH3:1][O:2][C:3]1[CH:4]=[C:5]([CH:11]([OH:15])[C:12]([O:14][CH2:22][C:23]2[CH:28]=[CH:27][CH:26]=[CH:25][CH:24]=2)=[O:13])[CH:6]=[CH:7][C:8]=1[O:9][CH3:10]. The yield is 0.440.